This data is from Microsomal clearance measurements from AstraZeneca. The task is: Regression/Classification. Given a drug SMILES string, predict its absorption, distribution, metabolism, or excretion properties. Task type varies by dataset: regression for continuous measurements (e.g., permeability, clearance, half-life) or binary classification for categorical outcomes (e.g., BBB penetration, CYP inhibition). For this dataset (clearance_microsome_az), we predict log10(clearance) (log10 of the in vitro intrinsic clearance, CLint, in uL/min per mg of human liver microsomal protein, equivalently mL/min/g; values are censored to the assay range of 3 to 150, which is 0.477 to 2.18 on this log10 scale). The molecule is CS(=O)(=O)c1ccc(-c2cc(Cl)ccc2OCC(=O)O)c(Cl)c1. The log10(clearance) is 1.00.